This data is from Reaction yield outcomes from USPTO patents with 853,638 reactions. The task is: Predict the reaction yield, written as a fraction of the theoretical maximum amount of product (1.0 means a 100% yield; for example, 0.34 means a 34% yield). (1) The reactants are [CH:1]([C@H:14]1[O:19][CH2:18][C@@H:17]([NH2:20])[CH2:16][CH2:15]1)([C:8]1[CH:13]=[CH:12][CH:11]=[CH:10][CH:9]=1)[C:2]1[CH:7]=[CH:6][CH:5]=[CH:4][CH:3]=1.[OH:21][C:22]1[CH:29]=[CH:28][C:25]([CH:26]=O)=[CH:24][CH:23]=1.C(O)(=O)C.[BH3-]C#N.[Na+]. The catalyst is ClCCCl.CO. The product is [CH:1]([C@H:14]1[O:19][CH2:18][C@@H:17]([NH:20][CH2:26][C:25]2[CH:28]=[CH:29][C:22]([OH:21])=[CH:23][CH:24]=2)[CH2:16][CH2:15]1)([C:8]1[CH:13]=[CH:12][CH:11]=[CH:10][CH:9]=1)[C:2]1[CH:3]=[CH:4][CH:5]=[CH:6][CH:7]=1. The yield is 0.800. (2) The reactants are [H-].[Al+3].[Li+].[H-].[H-].[H-].[NH2:7][C:8]1[C:9]([CH3:18])=[N:10][C:11]([Cl:17])=[C:12]([CH:16]=1)[C:13](O)=[O:14].O.[OH-].[Na+]. The catalyst is C1COCC1. The product is [NH2:7][C:8]1[CH:16]=[C:12]([CH2:13][OH:14])[C:11]([Cl:17])=[N:10][C:9]=1[CH3:18]. The yield is 0.660. (3) The reactants are C[O:2][C:3]([C:5]12[CH2:14][CH:9]3[CH2:10][CH:11]([CH2:13][CH:7]([CH:8]3[NH:15][C:16]([C:18]3([NH:24][S:25]([C:28]4[CH:33]=[CH:32][CH:31]=[CH:30][C:29]=4[Br:34])(=[O:27])=[O:26])[CH2:23][CH2:22][CH2:21][CH2:20][CH2:19]3)=[O:17])[CH2:6]1)[CH2:12]2)=[O:4].O1CCCC1.CO.[OH-].[Li+]. The catalyst is O. The product is [Br:34][C:29]1[CH:30]=[CH:31][CH:32]=[CH:33][C:28]=1[S:25]([NH:24][C:18]1([C:16]([NH:15][CH:8]2[CH:7]3[CH2:6][C:5]4([C:3]([OH:4])=[O:2])[CH2:12][CH:11]([CH2:10][CH:9]2[CH2:14]4)[CH2:13]3)=[O:17])[CH2:19][CH2:20][CH2:21][CH2:22][CH2:23]1)(=[O:27])=[O:26]. The yield is 0.790.